From a dataset of NCI-60 drug combinations with 297,098 pairs across 59 cell lines. Regression. Given two drug SMILES strings and cell line genomic features, predict the synergy score measuring deviation from expected non-interaction effect. Drug 1: CN1CCC(CC1)COC2=C(C=C3C(=C2)N=CN=C3NC4=C(C=C(C=C4)Br)F)OC. Drug 2: COCCOC1=C(C=C2C(=C1)C(=NC=N2)NC3=CC=CC(=C3)C#C)OCCOC.Cl. Cell line: OVCAR-5. Synergy scores: CSS=25.8, Synergy_ZIP=-2.96, Synergy_Bliss=2.52, Synergy_Loewe=0.759, Synergy_HSA=5.05.